This data is from hERG Central: cardiac toxicity at 1µM, 10µM, and general inhibition. The task is: Predict hERG channel inhibition at various concentrations. (1) The drug is COC(=O)[C@H](CCSC)NC(=O)Nc1ccc(C)c(C)c1. Results: hERG_inhib (hERG inhibition (general)): blocker. (2) Results: hERG_inhib (hERG inhibition (general)): blocker. The molecule is CCCn1c(=N)c(C(=O)NC2CCCC2)cc2c(=O)n3cccc(C)c3nc21. (3) The drug is COc1cc(OC)cc(C(=O)N2CCC(n3c(C)nc4cc(F)ccc43)CC2)c1. Results: hERG_inhib (hERG inhibition (general)): blocker. (4) The drug is CCC(=O)c1cn(Cc2ccc(C#N)cc2)c2ccccc12. Results: hERG_inhib (hERG inhibition (general)): blocker. (5) Results: hERG_inhib (hERG inhibition (general)): blocker. The drug is O=C(Cn1cnc2c(nc3n2CCCCC3)c1=O)Nc1cccc(C(F)(F)F)c1.